Dataset: Catalyst prediction with 721,799 reactions and 888 catalyst types from USPTO. Task: Predict which catalyst facilitates the given reaction. (1) Reactant: [OH:1][CH2:2][C@H:3]1[CH2:8][CH2:7][C@H:6]([N:9]2[C:14]3[C:15]4[CH:21]=[CH:20][N:19]([CH2:22][O:23][CH2:24][CH2:25][Si:26]([CH3:29])([CH3:28])[CH3:27])[C:16]=4[N:17]=[CH:18][C:13]=3[C:12](=[O:30])[N:11]=[CH:10]2)[CH2:5][CH2:4]1.I(C1C=CC=CC=1C(O)=O)(=O)=O.S([O-])([O-])(=O)=S.[Na+].[Na+].O. Product: [O:30]=[C:12]1[N:11]=[CH:10][N:9]([C@H:6]2[CH2:7][CH2:8][C@H:3]([CH:2]=[O:1])[CH2:4][CH2:5]2)[C:14]2[C:15]3[CH:21]=[CH:20][N:19]([CH2:22][O:23][CH2:24][CH2:25][Si:26]([CH3:29])([CH3:28])[CH3:27])[C:16]=3[N:17]=[CH:18][C:13]1=2. The catalyst class is: 16. (2) Reactant: [F:1][C:2]1[CH:3]=[C:4]([CH2:10][CH2:11][CH2:12][C:13]([OH:15])=O)[CH:5]=[CH:6][C:7]=1[O:8][CH3:9].CS(O)(=O)=O. Product: [F:1][C:2]1[CH:3]=[C:4]2[C:5](=[CH:6][C:7]=1[O:8][CH3:9])[C:13](=[O:15])[CH2:12][CH2:11][CH2:10]2. The catalyst class is: 55. (3) Reactant: [CH3:1][C:2]1[CH:7]=[C:6]([CH3:8])[N:5]=[C:4]([OH:9])[N:3]=1.S(=O)(=O)(O)O.[N+:15]([O-])([O-:17])=[O:16].[K+]. Product: [CH3:1][C:2]1[C:7]([N+:15]([O-:17])=[O:16])=[C:6]([CH3:8])[N:5]=[C:4]([OH:9])[N:3]=1. The catalyst class is: 27. (4) Reactant: [CH3:1][O:2][C:3]([C:5]1[S:14][C:8]2[N:9]=[CH:10][N:11]=[C:12](Cl)[C:7]=2[C:6]=1[CH3:15])=[O:4].[F:16][C:17]1[CH:23]=[CH:22][C:20]([NH2:21])=[C:19]([O:24][CH:25]([CH3:27])[CH3:26])[CH:18]=1.O.C1(C)C=CC(S(O)(=O)=O)=CC=1. Product: [F:16][C:17]1[CH:23]=[CH:22][C:20]([NH:21][C:12]2[C:7]3[C:6]([CH3:15])=[C:5]([C:3]([O:2][CH3:1])=[O:4])[S:14][C:8]=3[N:9]=[CH:10][N:11]=2)=[C:19]([O:24][CH:25]([CH3:27])[CH3:26])[CH:18]=1. The catalyst class is: 12. (5) Reactant: [NH2:1][C:2]1[C:3]2[N:11]=[C:10]([C:12]3[CH:13]=[C:14]([CH:18]=[CH:19][CH:20]=3)[C:15]([OH:17])=O)[CH:9]=[CH:8][C:4]=2[N:5]=[CH:6][N:7]=1.[O:21]1[CH2:26][CH2:25][N:24]([CH2:27][CH2:28][NH2:29])[CH2:23][CH2:22]1.CN(C(ON1N=NC2C=CC=NC1=2)=[N+](C)C)C.F[P-](F)(F)(F)(F)F.CCN(C(C)C)C(C)C. Product: [NH2:1][C:2]1[C:3]2[N:11]=[C:10]([C:12]3[CH:13]=[C:14]([CH:18]=[CH:19][CH:20]=3)[C:15]([NH:29][CH2:28][CH2:27][N:24]3[CH2:25][CH2:26][O:21][CH2:22][CH2:23]3)=[O:17])[CH:9]=[CH:8][C:4]=2[N:5]=[CH:6][N:7]=1. The catalyst class is: 3. (6) Reactant: [CH3:1][N:2]1[N:8]=[C:7]([OH:9])[C:5](=[O:6])[N:4]=[C:3]1[S:10][CH2:11][C:12]1[CH2:33][S:32][C@@H:15]2[C@H:16]([NH:19][C:20](/[C:22](/[C:26]3[N:30]=[C:29]([NH2:31])[S:28][CH:27]=3)=[N:23]\[O:24][CH3:25])=[O:21])[C:17](=[O:18])[N:14]2[C:13]=1[C:34]([OH:36])=[O:35].C(N(CC)CC)C.O.O.O.C([O-])(=O)C.[Na+:51]. Product: [CH3:1][N:2]1[N:8]=[C:7]([OH:9])[C:5](=[O:6])[N:4]=[C:3]1[S:10][CH2:11][C:12]1[CH2:33][S:32][C@@H:15]2[C@H:16]([NH:19][C:20](/[C:22](/[C:26]3[N:30]=[C:29]([NH2:31])[S:28][CH:27]=3)=[N:23]\[O:24][CH3:25])=[O:21])[C:17](=[O:18])[N:14]2[C:13]=1[C:34]([O-:36])=[O:35].[Na+:51]. The catalyst class is: 21.